Task: Regression/Classification. Given a drug SMILES string, predict its absorption, distribution, metabolism, or excretion properties. Task type varies by dataset: regression for continuous measurements (e.g., permeability, clearance, half-life) or binary classification for categorical outcomes (e.g., BBB penetration, CYP inhibition). Dataset: cyp3a4_substrate_carbonmangels.. Dataset: CYP3A4 substrate classification data from Carbon-Mangels et al. The drug is C=CCc1ccccc1OC[C@@H](O)CNC(C)C. The result is 0 (non-substrate).